This data is from Reaction yield outcomes from USPTO patents with 853,638 reactions. The task is: Predict the reaction yield, written as a fraction of the theoretical maximum amount of product (1.0 means a 100% yield; for example, 0.34 means a 34% yield). (1) The reactants are Cl.Cl.[CH2:3]([CH:5]([CH2:22][CH3:23])[C:6]([NH:8][C:9]1[CH:14]=[CH:13][C:12]([N:15]2[CH2:20][CH2:19][NH:18][CH2:17][CH2:16]2)=[C:11]([F:21])[CH:10]=1)=[O:7])[CH3:4].[CH3:24][O:25][C:26](=[O:37])[CH:27](Br)[C:28]1[CH:33]=[CH:32][C:31]([C:34]#[N:35])=[CH:30][CH:29]=1.C([O-])([O-])=O.[K+].[K+]. The catalyst is CN(C=O)C.O. The product is [CH3:24][O:25][C:26](=[O:37])[CH:27]([C:28]1[CH:33]=[CH:32][C:31]([C:34]#[N:35])=[CH:30][CH:29]=1)[N:18]1[CH2:17][CH2:16][N:15]([C:12]2[CH:13]=[CH:14][C:9]([NH:8][C:6](=[O:7])[CH:5]([CH2:3][CH3:4])[CH2:22][CH3:23])=[CH:10][C:11]=2[F:21])[CH2:20][CH2:19]1. The yield is 0.790. (2) The reactants are [CH3:1][C@H:2]1[CH2:6][CH2:5][CH2:4][N:3]1[C:7]1[C:8](OS(C(F)(F)F)(=O)=O)=[N:9][C:10]2[C:15]([N:16]=1)=[CH:14][C:13]([C:17]([O:19][CH3:20])=[O:18])=[CH:12][CH:11]=2.[F:29][C:30]1[CH:35]=[CH:34][C:33](B(O)O)=[C:32]([CH3:39])[CH:31]=1.[O-]P([O-])([O-])=O.[K+].[K+].[K+]. The catalyst is O1CCOCC1.O.C1C=CC([P]([Pd]([P](C2C=CC=CC=2)(C2C=CC=CC=2)C2C=CC=CC=2)([P](C2C=CC=CC=2)(C2C=CC=CC=2)C2C=CC=CC=2)[P](C2C=CC=CC=2)(C2C=CC=CC=2)C2C=CC=CC=2)(C2C=CC=CC=2)C2C=CC=CC=2)=CC=1. The product is [F:29][C:30]1[CH:35]=[CH:34][C:33]([C:8]2[C:7]([N:3]3[CH2:4][CH2:5][CH2:6][C@@H:2]3[CH3:1])=[N:16][C:15]3[C:10](=[CH:11][CH:12]=[C:13]([C:17]([O:19][CH3:20])=[O:18])[CH:14]=3)[N:9]=2)=[C:32]([CH3:39])[CH:31]=1. The yield is 0.780. (3) The reactants are [CH2:1]([O:8][C@H:9]([C@@H:12]([O:15][CH2:16][C:17]1[CH:22]=[CH:21][CH:20]=[CH:19][CH:18]=1)[CH2:13][OH:14])[CH2:10][OH:11])[C:2]1[CH:7]=[CH:6][CH:5]=[CH:4][CH:3]=1.[N@:23]1([C:30]([O:32][CH2:33][C:34]2[CH:39]=[CH:38][CH:37]=[CH:36][CH:35]=2)=[O:31])[CH2:25][CH:24]1[C:26]([O:28][CH3:29])=[O:27].B(F)(F)F.O(CC)CC. The catalyst is C(Cl)Cl. The product is [CH2:33]([O:32][C:30]([NH:23][C@@H:24]([CH2:25][O:14][CH2:13][C@H:12]([O:15][CH2:16][C:17]1[CH:18]=[CH:19][CH:20]=[CH:21][CH:22]=1)[C@@H:9]([O:8][CH2:1][C:2]1[CH:3]=[CH:4][CH:5]=[CH:6][CH:7]=1)[CH2:10][OH:11])[C:26]([O:28][CH3:29])=[O:27])=[O:31])[C:34]1[CH:35]=[CH:36][CH:37]=[CH:38][CH:39]=1. The yield is 0.830.